This data is from Reaction yield outcomes from USPTO patents with 853,638 reactions. The task is: Predict the reaction yield, written as a fraction of the theoretical maximum amount of product (1.0 means a 100% yield; for example, 0.34 means a 34% yield). (1) The reactants are [C@@H:1]12[CH2:7][NH:6][C@@H:5]1[CH2:4][N:3]([C:8]([O:10][CH2:11][C:12]1[CH:17]=[CH:16][CH:15]=[CH:14][CH:13]=1)=[O:9])[CH2:2]2.[Cl:18][C:19]1[C:24]([Cl:25])=[CH:23][C:22](I)=[CH:21][N:20]=1.C1(P(C2C=CC=CC=2)C2C=CC3C(=CC=CC=3)C=2C2C3C(=CC=CC=3)C=CC=2P(C2C=CC=CC=2)C2C=CC=CC=2)C=CC=CC=1.CC(C)([O-])C.[Na+]. The catalyst is C1C=CC(/C=C/C(/C=C/C2C=CC=CC=2)=O)=CC=1.C1C=CC(/C=C/C(/C=C/C2C=CC=CC=2)=O)=CC=1.C1C=CC(/C=C/C(/C=C/C2C=CC=CC=2)=O)=CC=1.[Pd].[Pd]. The product is [Cl:25][C:24]1[CH:23]=[C:22]([N:6]2[CH2:7][C@@H:1]3[C@H:5]2[CH2:4][N:3]([C:8]([O:10][CH2:11][C:12]2[CH:17]=[CH:16][CH:15]=[CH:14][CH:13]=2)=[O:9])[CH2:2]3)[CH:21]=[N:20][C:19]=1[Cl:18]. The yield is 0.250. (2) The catalyst is O1CCOCC1. The yield is 0.920. The product is [Cl:22][C:2]1[N:3]=[CH:4][N:5]=[C:6]2[C:13]=1[C:12]1[C@H:11]([CH2:14][C:15]([O:17][CH2:18][CH3:19])=[O:16])[CH2:10][CH2:9][C:8]=1[S:7]2. The reactants are O[C:2]1[N:3]=[CH:4][N:5]=[C:6]2[C:13]=1[C:12]1[C@H:11]([CH2:14][C:15]([O:17][CH2:18][CH3:19])=[O:16])[CH2:10][CH2:9][C:8]=1[S:7]2.P(Cl)(Cl)([Cl:22])=O. (3) The reactants are [Cl:1][C:2]1[N:3]=[C:4](Cl)[C:5]2[CH:10]=[CH:9][N:8]([CH2:11][O:12][CH2:13][CH2:14][Si:15]([CH3:18])([CH3:17])[CH3:16])[C:6]=2[N:7]=1.[NH2:20][C@H:21]1[CH2:24][C@H:23]([NH:25][C:26](=[O:32])[O:27][C:28]([CH3:31])([CH3:30])[CH3:29])[CH2:22]1.CCN(C(C)C)C(C)C. The catalyst is CC(O)C. The product is [Cl:1][C:2]1[N:3]=[C:4]([NH:20][C@H:21]2[CH2:22][C@H:23]([NH:25][C:26](=[O:32])[O:27][C:28]([CH3:30])([CH3:29])[CH3:31])[CH2:24]2)[C:5]2[CH:10]=[CH:9][N:8]([CH2:11][O:12][CH2:13][CH2:14][Si:15]([CH3:18])([CH3:17])[CH3:16])[C:6]=2[N:7]=1. The yield is 0.520. (4) The reactants are [Mg].II.[F:4][C:5]1[CH:12]=[CH:11][CH:10]=[CH:9][C:6]=1[CH2:7]Cl.CON(C)[C:16]([CH:18]1[CH2:23][CH2:22][CH2:21][N:20]([C:24]([O:26][C:27]([CH3:30])([CH3:29])[CH3:28])=[O:25])[CH2:19]1)=[O:17].[Cl-].[NH4+]. The catalyst is C(OCC)C.C(OCC)(=O)C. The product is [C:27]([O:26][C:24]([N:20]1[CH2:21][CH2:22][CH2:23][CH:18]([C:16](=[O:17])[CH2:7][C:6]2[CH:9]=[CH:10][CH:11]=[CH:12][C:5]=2[F:4])[CH2:19]1)=[O:25])([CH3:30])([CH3:29])[CH3:28]. The yield is 0.270. (5) The reactants are [C:1]1([NH:7][C:8]2[CH:9]=[CH:10][C:11]([C:14]([NH:16][CH2:17][C:18]([OH:20])=O)=[O:15])=[N:12][CH:13]=2)[CH:6]=[CH:5][CH:4]=[CH:3][CH:2]=1.CCN(C(C)C)C(C)C.C1C=CC2N(O)N=NC=2C=1.CCN=C=NCCCN(C)C.Cl.Cl.Cl.[NH:54]1[CH2:59][CH2:58][CH:57]([NH:60][C:61]2[CH:66]=[CH:65][CH:64]=[CH:63][C:62]=2[Cl:67])[CH2:56][CH2:55]1. The catalyst is CN(C=O)C.O. The product is [Cl:67][C:62]1[CH:63]=[CH:64][CH:65]=[CH:66][C:61]=1[NH:60][CH:57]1[CH2:58][CH2:59][N:54]([C:18](=[O:20])[CH2:17][NH:16][C:14]([C:11]2[CH:10]=[CH:9][C:8]([NH:7][C:1]3[CH:2]=[CH:3][CH:4]=[CH:5][CH:6]=3)=[CH:13][N:12]=2)=[O:15])[CH2:55][CH2:56]1. The yield is 0.640. (6) The reactants are Cl[C:2]1[CH:7]=[C:6]([O:8][CH3:9])[N:5]=[CH:4][C:3]=1[C:10]1[N:11]([CH2:24][CH2:25][OH:26])[CH:12]=[C:13]([C:15]2[N:16]([CH:21]([CH3:23])[CH3:22])[N:17]=[C:18]([CH3:20])[N:19]=2)[N:14]=1.[H-].[Na+].O. The catalyst is CN(C=O)C. The product is [CH:21]([N:16]1[C:15]([C:13]2[N:14]=[C:10]3[N:11]([CH2:24][CH2:25][O:26][C:2]4[CH:7]=[C:6]([O:8][CH3:9])[N:5]=[CH:4][C:3]=43)[CH:12]=2)=[N:19][C:18]([CH3:20])=[N:17]1)([CH3:23])[CH3:22]. The yield is 0.500. (7) The catalyst is C1COCC1.O. The product is [CH2:11]([O:10][C:8](=[O:9])[CH:7]([C:1]1[CH:6]=[CH:5][CH:4]=[CH:3][CH:2]=1)[CH3:14])[CH3:12]. The reactants are [C:1]1([CH2:7][C:8]([O:10][CH2:11][CH3:12])=[O:9])[CH:6]=[CH:5][CH:4]=[CH:3][CH:2]=1.[Li+].[CH3:14]C([N-]C(C)C)C.CI.CN1C(=O)N(C)CCC1. The yield is 0.720. (8) The reactants are Br[C:2]1[CH:3]=[C:4]([NH:10][C:11]2[CH:16]=[CH:15][C:14]([C:17]([N:19]3[CH2:24][CH2:23][O:22][CH2:21][C@@H:20]3[CH3:25])=[O:18])=[CH:13][N:12]=2)[C:5](=[O:9])[N:6]([CH3:8])[CH:7]=1.[C:26]([O:29][CH2:30][C:31]1[C:32]([N:46]2[CH2:57][CH2:56][N:55]3[C:48](=[CH:49][C:50]4[CH2:51][C:52]([CH3:59])([CH3:58])[CH2:53][C:54]=43)[C:47]2=[O:60])=[N:33][CH:34]=[CH:35][C:36]=1B1OC(C)(C)C(C)(C)O1)(=[O:28])[CH3:27].[O-]P([O-])([O-])=O.[K+].[K+].[K+].C([O-])(=O)C.[Na+]. The catalyst is C1C=CC(P(C2C=CC=CC=2)[C-]2C=CC=C2)=CC=1.C1C=CC(P(C2C=CC=CC=2)[C-]2C=CC=C2)=CC=1.Cl[Pd]Cl.[Fe+2].O.C(#N)C. The product is [C:26]([O:29][CH2:30][C:31]1[C:32]([N:46]2[CH2:57][CH2:56][N:55]3[C:48](=[CH:49][C:50]4[CH2:51][C:52]([CH3:59])([CH3:58])[CH2:53][C:54]=43)[C:47]2=[O:60])=[N:33][CH:34]=[CH:35][C:36]=1[C:2]1[CH:3]=[C:4]([NH:10][C:11]2[CH:16]=[CH:15][C:14]([C:17]([N:19]3[CH2:24][CH2:23][O:22][CH2:21][C@@H:20]3[CH3:25])=[O:18])=[CH:13][N:12]=2)[C:5](=[O:9])[N:6]([CH3:8])[CH:7]=1)(=[O:28])[CH3:27]. The yield is 0.470.